Dataset: Catalyst prediction with 721,799 reactions and 888 catalyst types from USPTO. Task: Predict which catalyst facilitates the given reaction. (1) Product: [CH3:11][C:1]1[CH:6]=[CH:5][C:4]([S:7]([O:19][C@@H:16]2[CH2:17][CH2:18][N:14]([CH2:12][CH3:13])[CH2:15]2)(=[O:9])=[O:8])=[CH:3][CH:2]=1. The catalyst class is: 11. Reactant: [C:1]1([CH3:11])[CH:6]=[CH:5][C:4]([S:7](Cl)(=[O:9])=[O:8])=[CH:3][CH:2]=1.[CH2:12]([N:14]1[CH2:18][CH2:17][C@@H:16]([OH:19])[CH2:15]1)[CH3:13].C(N(CC)CC)C. (2) Reactant: O=C1CCC(=O)N1[O:8][C:9](=O)[CH2:10][C:11]#[N:12].[CH3:14][O:15][C:16]1[C:21]([C:22]2[N:26]3[N:27]=[C:28]([NH:31][C@@H:32]4[CH2:37][CH2:36][CH2:35][NH:34][CH2:33]4)[CH:29]=[CH:30][C:25]3=[N:24][CH:23]=2)=[CH:20][CH:19]=[CH:18][N:17]=1. Product: [CH3:14][O:15][C:16]1[C:21]([C:22]2[N:26]3[N:27]=[C:28]([NH:31][C@@H:32]4[CH2:37][CH2:36][CH2:35][N:34]([C:9](=[O:8])[CH2:10][C:11]#[N:12])[CH2:33]4)[CH:29]=[CH:30][C:25]3=[N:24][CH:23]=2)=[CH:20][CH:19]=[CH:18][N:17]=1. The catalyst class is: 4. (3) Reactant: Cl.[NH2:2][CH2:3][C:4]([CH3:13])([CH3:12])[C:5]([O:7][C:8]([CH3:11])([CH3:10])[CH3:9])=[O:6].[C:14]([O-])(O)=[O:15].[Na+].ClC(Cl)(OC(=O)OC(Cl)(Cl)Cl)Cl. Product: [N:2]([CH2:3][C:4]([CH3:13])([CH3:12])[C:5]([O:7][C:8]([CH3:11])([CH3:10])[CH3:9])=[O:6])=[C:14]=[O:15]. The catalyst class is: 34.